This data is from Full USPTO retrosynthesis dataset with 1.9M reactions from patents (1976-2016). The task is: Predict the reactants needed to synthesize the given product. (1) Given the product [F:21][C:20]([F:22])([F:23])[C:16]1[CH:15]=[C:14]([CH2:13][C:12]2[C:7]3[C:6](=[CH:11][CH:10]=[CH:9][CH:8]=3)[NH:5][C:30]=2[C:29]([O:28][CH2:26][CH3:27])=[O:32])[CH:19]=[CH:18][CH:17]=1, predict the reactants needed to synthesize it. The reactants are: FC(F)(F)C([NH:5][C:6]1[CH:11]=[CH:10][CH:9]=[CH:8][C:7]=1[C:12]#[C:13][C:14]1[CH:19]=[CH:18][CH:17]=[C:16]([C:20]([F:23])([F:22])[F:21])[CH:15]=1)=O.[CH2:26]([O:28][C:29](=[O:32])[CH2:30]I)[CH3:27].C([O-])([O-])=O.[K+].[K+].[NH4+].[Cl-]. (2) Given the product [ClH:1].[NH2:8][C@@H:5]([CH:4]([C:3]([F:2])([F:21])[F:22])[C:17]([F:18])([F:19])[F:20])[CH2:6][OH:7], predict the reactants needed to synthesize it. The reactants are: [ClH:1].[F:2][C:3]([F:22])([F:21])[CH:4]([C:17]([F:20])([F:19])[F:18])[C@H:5]([NH:8][C@@H](C1C=CC=CC=1)C)[CH2:6][OH:7]. (3) Given the product [C:1]1([CH:7]([C:11]2[CH:16]=[CH:15][CH:14]=[CH:13][CH:12]=2)[C:8]([O:10][CH3:22])=[O:9])[CH:2]=[CH:3][CH:4]=[CH:5][CH:6]=1, predict the reactants needed to synthesize it. The reactants are: [C:1]1([CH:7]([C:11]2[CH:16]=[CH:15][CH:14]=[CH:13][CH:12]=2)[C:8]([OH:10])=[O:9])[CH:6]=[CH:5][CH:4]=[CH:3][CH:2]=1.S(=O)(=O)(O)O.[C:22]([O-])(O)=O.[Na+]. (4) Given the product [C:22]1(=[O:21])[N:13]([C:3]2[CH:2]=[CH:10][CH:9]=[CH:8][C:4]=2[C:5]([OH:7])=[O:6])[C:39](=[O:41])[CH:40]=[CH:31]1.[C:32]([OH:34])(=[O:33])[C:27]1[CH:28]=[CH:29][CH:24]=[CH:25][CH:26]=1.[C:5]([OH:7])(=[O:6])[C:4]1[CH:8]=[CH:9][CH:10]=[CH:2][CH:3]=1.[CH:14]#[CH:15].[C:1]1(=[O:12])[NH:13][C:39](=[O:41])[CH:40]=[CH:2]1, predict the reactants needed to synthesize it. The reactants are: [C:1]([OH:12])(=O)[C:2]1[CH:10]=[CH:9][CH:8]=[C:4]([C:5]([OH:7])=[O:6])[CH:3]=1.[NH2:13][C:14]1C=CC=C[C:15]=1O.[OH:21][C:22]1[CH:31]=C[C:29]2[C:24](=[CH:25][CH:26]=[C:27]([C:32]([OH:34])=[O:33])[CH:28]=2)C=1.C(O[C:39](=[O:41])[CH3:40])(=O)C. (5) Given the product [OH:11][CH:2]1[CH:7]([OH:1])[CH:6]2[CH2:8][CH:3]1[CH2:4][CH2:5]2, predict the reactants needed to synthesize it. The reactants are: [O:1]1[CH:7]2[CH:2]1[CH:3]1[CH2:8][CH:6]2[CH2:5][CH2:4]1.O.S(=O)(=O)(O)[OH:11]. (6) Given the product [Cl:1][C:2]1[CH:3]=[C:4]([N:9]2[C:13](=[O:14])[C@@:12]([CH3:27])([CH2:15][C:16]3[CH:21]=[CH:20][C:19]([O:22][C:23]([F:26])([F:25])[F:24])=[CH:18][CH:17]=3)[NH:11]/[C:10]/2=[N:33]\[CH2:32][CH:31]([O:34][CH3:35])[O:30][CH3:29])[CH:5]=[C:6]([Cl:8])[CH:7]=1, predict the reactants needed to synthesize it. The reactants are: [Cl:1][C:2]1[CH:3]=[C:4]([N:9]2[C:13](=[O:14])[C@@:12]([CH3:27])([CH2:15][C:16]3[CH:21]=[CH:20][C:19]([O:22][C:23]([F:26])([F:25])[F:24])=[CH:18][CH:17]=3)[NH:11][C:10]2=S)[CH:5]=[C:6]([Cl:8])[CH:7]=1.[CH3:29][O:30][CH:31]([O:34][CH3:35])[CH2:32][NH2:33].C(OO)(C)(C)C.OS([O-])=O.[Na+]. (7) Given the product [F:32][C:2]([F:1])([F:31])[C:3]1[CH:4]=[C:5]2[C:9](=[CH:10][CH:11]=1)[N:8]([S:12]([C:15]1[CH:16]=[CH:17][C:18]([CH3:21])=[CH:19][CH:20]=1)(=[O:14])=[O:13])[CH:7]=[C:6]2[C@@H:22]1[CH2:24][C@H:23]1[CH:25]=[O:26], predict the reactants needed to synthesize it. The reactants are: [F:1][C:2]([F:32])([F:31])[C:3]1[CH:4]=[C:5]2[C:9](=[CH:10][CH:11]=1)[N:8]([S:12]([C:15]1[CH:20]=[CH:19][C:18]([CH3:21])=[CH:17][CH:16]=1)(=[O:14])=[O:13])[CH:7]=[C:6]2[C@@H:22]1[CH2:24][C@H:23]1[C:25](N(OC)C)=[O:26].C(C1C=C2C(=CC=1)N(S(C1C=CC(C)=CC=1)(=O)=O)C=C2[C@@H]1C[C@H]1C=O)#N.